Task: Predict the reactants needed to synthesize the given product.. Dataset: Full USPTO retrosynthesis dataset with 1.9M reactions from patents (1976-2016) (1) Given the product [Cl-:36].[CH2:29]([O:28][C:26]([NH:25][C:12]1([CH2:11][CH2:10][C:5]2[CH:6]=[CH:7][C:8]([F:9])=[C:3]([C:1]#[N:2])[CH:4]=2)[CH2:17][CH2:16][NH2+:15][CH2:14][CH2:13]1)=[O:27])[C:30]1[CH:35]=[CH:34][CH:33]=[CH:32][CH:31]=1, predict the reactants needed to synthesize it. The reactants are: [C:1]([C:3]1[CH:4]=[C:5]([CH2:10][CH2:11][C:12]2([NH:25][C:26]([O:28][CH2:29][C:30]3[CH:35]=[CH:34][CH:33]=[CH:32][CH:31]=3)=[O:27])[CH2:17][CH2:16][N:15](C(OC(C)(C)C)=O)[CH2:14][CH2:13]2)[CH:6]=[CH:7][C:8]=1[F:9])#[N:2].[ClH:36].C(OCC)C. (2) Given the product [CH3:1][O:3][C:4](=[O:28])[CH2:5][C:6]1[N:7]=[C:8]([NH:11][C:12](=[O:27])[CH:13]([C:20]2[CH:25]=[CH:24][CH:23]=[C:22]([Cl:26])[CH:21]=2)[CH2:14][CH:15]2[CH2:16][CH2:17][CH2:18][CH2:19]2)[S:9][CH:10]=1, predict the reactants needed to synthesize it. The reactants are: [CH2:1]([O:3][C:4](=[O:28])[CH2:5][C:6]1[N:7]=[C:8]([NH:11][C:12](=[O:27])[CH:13]([C:20]2[CH:25]=[CH:24][CH:23]=[C:22]([Cl:26])[CH:21]=2)[CH2:14][CH:15]2[CH2:19][CH2:18][CH2:17][CH2:16]2)[S:9][CH:10]=1)C.S(=O)(=O)(O)O. (3) Given the product [CH:1]1[C:11]2[C:10]3[CH:12]=[CH:13][CH:14]=[CH:15][C:9]=3[CH:8]=[CH:7][C:6](=[CH:16][C:17]([NH:19][CH2:20][CH2:21][CH2:22][CH2:23][CH2:24][C:25]([NH:41][OH:42])=[O:27])=[O:18])[C:5]=2[CH:4]=[CH:3][CH:2]=1, predict the reactants needed to synthesize it. The reactants are: [CH:1]1[C:11]2[C:10]3[CH:12]=[CH:13][CH:14]=[CH:15][C:9]=3[CH:8]=[CH:7][C:6](=[CH:16][C:17]([NH:19][CH2:20][CH2:21][CH2:22][CH2:23][CH2:24][C:25]([OH:27])=O)=[O:18])[C:5]=2[CH:4]=[CH:3][CH:2]=1.C(N(CC)CC)C.ClC(OCC)=O.[NH2:41][OH:42]. (4) The reactants are: [OH:1][C:2]1[C:11]2[C:6](=[CH:7][CH:8]=[CH:9][CH:10]=2)[C:5]([NH:12][C:13](=[O:19])[O:14][C:15]([CH3:18])([CH3:17])[CH3:16])=[CH:4][CH:3]=1.C1CCN2C(=NCCC2)CC1.[Cl:31][C:32]1[C:37]([N+:38]([O-:40])=[O:39])=[C:36](Cl)[N:35]=[CH:34][N:33]=1. Given the product [Cl:31][C:32]1[N:33]=[CH:34][N:35]=[C:36]([O:1][C:2]2[C:11]3[C:6](=[CH:7][CH:8]=[CH:9][CH:10]=3)[C:5]([NH:12][C:13](=[O:19])[O:14][C:15]([CH3:16])([CH3:18])[CH3:17])=[CH:4][CH:3]=2)[C:37]=1[N+:38]([O-:40])=[O:39], predict the reactants needed to synthesize it. (5) Given the product [F:1][C:2]1[CH:3]=[C:4]2[C:8](=[CH:9][CH:10]=1)[C@H:7]([C:11]([OH:13])=[O:12])[CH2:6][CH2:5]2, predict the reactants needed to synthesize it. The reactants are: [F:1][C:2]1[CH:3]=[C:4]2[C:8](=[CH:9][CH:10]=1)[CH:7]([C:11]([OH:13])=[O:12])[CH2:6][CH2:5]2.COC1C=C2[C@@]34[C@@H]5C[C@H]6C(CN5CC3)=CCO[C@H]3CC(=O)N([C@H]4[C@@H]63)C2=CC=1OC.Cl. (6) Given the product [CH3:1][O:2][C:3]1[CH:4]=[C:5]2[C:10](=[CH:11][C:12]=1[O:13][CH3:14])[N:9]=[CH:8][CH:7]=[C:6]2[O:15][C:16]1[CH:22]=[CH:21][C:19]([NH:20][C:24](=[O:26])[O:41][CH:37]([CH2:36][CH3:35])[CH2:38][CH2:39][CH3:40])=[CH:18][CH:17]=1, predict the reactants needed to synthesize it. The reactants are: [CH3:1][O:2][C:3]1[CH:4]=[C:5]2[C:10](=[CH:11][C:12]=1[O:13][CH3:14])[N:9]=[CH:8][CH:7]=[C:6]2[O:15][C:16]1[CH:22]=[CH:21][C:19]([NH2:20])=[CH:18][CH:17]=1.Cl[C:24](Cl)([O:26]C(=O)OC(Cl)(Cl)Cl)Cl.[CH3:35][CH2:36][CH:37]([OH:41])[CH2:38][CH2:39][CH3:40].C(=O)(O)[O-].[Na+]. (7) Given the product [CH3:31][O:30][C:26](=[O:29])[CH:27]=[CH:28][C:12]1[CH:13]=[CH:14][C:9]([O:8][CH2:1][C:2]2[CH:7]=[CH:6][CH:5]=[CH:4][CH:3]=2)=[CH:10][C:11]=1[CH3:16], predict the reactants needed to synthesize it. The reactants are: [CH2:1]([O:8][C:9]1[CH:14]=[CH:13][C:12](Br)=[C:11]([CH3:16])[CH:10]=1)[C:2]1[CH:7]=[CH:6][CH:5]=[CH:4][CH:3]=1.C(N(C(C)C)C(C)C)C.[C:26]([O:30][CH3:31])(=[O:29])[CH:27]=[CH2:28].C1(C)C=CC=CC=1P(C1C=CC=CC=1C)C1C=CC=CC=1C. (8) The reactants are: [CH3:1][O:2][C:3](=[O:36])[NH:4][C@H:5]([C:9]([N:11]1[CH2:15][CH2:14][CH2:13][C@H:12]1[C:16]1[NH:17][CH:18]=[C:19]([C:21]2[CH:26]=[CH:25][C:24](B3OC(C)(C)C(C)(C)O3)=[CH:23][CH:22]=2)[N:20]=1)=[O:10])[CH:6]([CH3:8])[CH3:7].Br[C:38]1[CH:43]=[CH:42][C:41]([NH2:44])=[CH:40][C:39]=1[O:45][C:46]([F:49])([F:48])[F:47].O.C(=O)([O-])[O-].[K+].[K+]. Given the product [CH3:1][O:2][C:3](=[O:36])[NH:4][C@H:5]([C:9]([N:11]1[CH2:15][CH2:14][CH2:13][C@H:12]1[C:16]1[NH:17][CH:18]=[C:19]([C:21]2[CH:26]=[CH:25][C:24]([C:38]3[CH:43]=[CH:42][C:41]([NH2:44])=[CH:40][C:39]=3[O:45][C:46]([F:47])([F:48])[F:49])=[CH:23][CH:22]=2)[N:20]=1)=[O:10])[CH:6]([CH3:8])[CH3:7], predict the reactants needed to synthesize it.